The task is: Regression. Given a peptide amino acid sequence and an MHC pseudo amino acid sequence, predict their binding affinity value. This is MHC class I binding data.. This data is from Peptide-MHC class I binding affinity with 185,985 pairs from IEDB/IMGT. (1) The peptide sequence is SVDVDIYDAV. The MHC is HLA-A68:02 with pseudo-sequence HLA-A68:02. The binding affinity (normalized) is 1.00. (2) The peptide sequence is TMLYNKMEF. The MHC is HLA-A23:01 with pseudo-sequence HLA-A23:01. The binding affinity (normalized) is 0.644.